Dataset: Catalyst prediction with 721,799 reactions and 888 catalyst types from USPTO. Task: Predict which catalyst facilitates the given reaction. (1) Reactant: [C:1]1([C:7]([C:16]2[CH:21]=[CH:20][C:19]([C:22]([F:25])([F:24])[F:23])=[CH:18][CH:17]=2)=[CH:8][CH:9]=[CH:10][C:11]([O:13]CC)=[O:12])[CH:6]=[CH:5][CH:4]=[CH:3][CH:2]=1.O.[OH-].[Li+].CO.O. Product: [C:1]1(/[C:7](/[C:16]2[CH:17]=[CH:18][C:19]([C:22]([F:23])([F:24])[F:25])=[CH:20][CH:21]=2)=[CH:8]\[CH:9]=[CH:10]\[C:11]([OH:13])=[O:12])[CH:2]=[CH:3][CH:4]=[CH:5][CH:6]=1. The catalyst class is: 1. (2) Reactant: C([N-]C(C)C)(C)C.[Li+].[CH2:9]([O:11][C:12](=[O:22])[CH:13]([O:15][C:16]1[CH:21]=[CH:20][CH:19]=[CH:18][CH:17]=1)[CH3:14])[CH3:10].[CH2:23]([O:30][C:31]1[CH:38]=[CH:37][C:34]([CH:35]=[O:36])=[CH:33][CH:32]=1)[C:24]1[CH:29]=[CH:28][CH:27]=[CH:26][CH:25]=1. Product: [CH2:9]([O:11][C:12](=[O:22])[C:13]([O:15][C:16]1[CH:21]=[CH:20][CH:19]=[CH:18][CH:17]=1)([CH3:14])[CH:35]([C:34]1[CH:33]=[CH:32][C:31]([O:30][CH2:23][C:24]2[CH:25]=[CH:26][CH:27]=[CH:28][CH:29]=2)=[CH:38][CH:37]=1)[OH:36])[CH3:10]. The catalyst class is: 7. (3) Reactant: O[CH2:2][CH2:3][C:4]1[CH:9]=[CH:8][N:7]=[C:6]([C:10]#[N:11])[CH:5]=1.C1(=O)[NH:16]C(=O)C2=CC=CC=C12.C1(P(C2C=CC=CC=2)C2C=CC=CC=2)C=CC=CC=1.CCOC(/N=N/C(OCC)=O)=O.C1(C)C=CC=CC=1.O.NN.C(OCC)(=O)C.[ClH:70]. Product: [ClH:70].[ClH:70].[NH2:16][CH2:2][CH2:3][C:4]1[CH:9]=[CH:8][N:7]=[C:6]([C:10]#[N:11])[CH:5]=1. The catalyst class is: 219. (4) Reactant: [Br:1][C:2]1[CH:7]=[CH:6][C:5]([O:8][CH2:9][C:10]#[N:11])=[CH:4][CH:3]=1.CSC.Cl. Product: [Br:1][C:2]1[CH:3]=[CH:4][C:5]([O:8][CH2:9][CH2:10][NH2:11])=[CH:6][CH:7]=1. The catalyst class is: 1. (5) Reactant: [C:1](Cl)(=[O:4])[CH:2]=[CH2:3].[O:6]1[CH:10]=[CH:9][CH:8]=[CH:7]1.[Al+3].[Cl-].[Cl-].[Cl-]. Product: [O:6]1[CH:10]=[CH:9][CH:8]=[C:7]1[C:1]([CH:2]=[CH2:3])=[O:4]. The catalyst class is: 2. (6) Reactant: Cl[C:2]([O:4][CH2:5][CH3:6])=O.[C:7]([N:14]1[CH2:21][CH2:20][CH2:19][C@H:15]1[C:16]([OH:18])=O)([O:9][C:10]([CH3:13])([CH3:12])[CH3:11])=[O:8].C(N(CC)CC)C.[N+](=C)=[N-].[O:32]1CCCC1. Product: [C:7]([N:14]1[CH2:21][CH2:20][CH2:19][C@H:15]1[C:16](=[O:18])[CH2:2][O:4][C:5](=[O:32])[CH3:6])([O:9][C:10]([CH3:11])([CH3:12])[CH3:13])=[O:8]. The catalyst class is: 715. (7) Reactant: CC(C[AlH]CC(C)C)C.[Li+].C[Si]([N-][Si](C)(C)C)(C)C.[CH2:20]([O:27][C:28](=[O:54])[C@@H:29]([NH:34][C:35]1([C:48]2[CH:53]=[CH:52][CH:51]=[CH:50][CH:49]=2)[C:47]2[CH:46]=[CH:45][CH:44]=[CH:43][C:42]=2[C:41]2[C:36]1=[CH:37][CH:38]=[CH:39][CH:40]=2)[C@H:30](C)[CH2:31]O)C1C=CC=CC=1. Product: [CH3:31][C@@H:30]1[CH2:20][O:27][C:28](=[O:54])[C@H:29]1[NH:34][C:35]1([C:48]2[CH:49]=[CH:50][CH:51]=[CH:52][CH:53]=2)[C:36]2[CH:37]=[CH:38][CH:39]=[CH:40][C:41]=2[C:42]2[C:47]1=[CH:46][CH:45]=[CH:44][CH:43]=2. The catalyst class is: 1. (8) Reactant: [C:1]([O:5][C:6](=[O:18])[NH:7][C@H:8]([C:10]1[CH:15]=[CH:14][C:13]([CH:16]=[CH2:17])=[CH:12][CH:11]=1)[CH3:9])([CH3:4])([CH3:3])[CH3:2].[CH:19]12B[CH:23]([CH2:24][CH2:25][CH2:26]1)[CH2:22][CH2:21]C2.[OH-:28].[Na+].[OH:30]O. Product: [C:1]([O:5][C:6]([NH:7][C@H:8]([C:10]1[CH:15]=[CH:14][C:13]([CH2:16][CH2:17][O:28][C:19](=[O:30])[C:26]2[CH:21]=[CH:22][CH:23]=[CH:24][CH:25]=2)=[CH:12][CH:11]=1)[CH3:9])=[O:18])([CH3:4])([CH3:2])[CH3:3]. The catalyst class is: 30.